Dataset: Forward reaction prediction with 1.9M reactions from USPTO patents (1976-2016). Task: Predict the product of the given reaction. (1) Given the reactants [C:1]([C:3]1[CH:4]=[C:5]([NH2:9])[CH:6]=[CH:7][CH:8]=1)#[CH:2].[C:10](O[C:10]([O:12][C:13]([CH3:16])([CH3:15])[CH3:14])=[O:11])([O:12][C:13]([CH3:16])([CH3:15])[CH3:14])=[O:11].CCN(CC)CC, predict the reaction product. The product is: [C:1]([C:3]1[CH:4]=[C:5]([NH:9][C:10](=[O:11])[O:12][C:13]([CH3:16])([CH3:15])[CH3:14])[CH:6]=[CH:7][CH:8]=1)#[CH:2]. (2) Given the reactants C[O:2][C:3](=[O:29])[CH2:4][C:5]1[CH:10]=[CH:9][C:8]([C:11]#[C:12][C:13]2[CH:14]=[C:15]3[C:20](=[C:21]([CH2:23][CH3:24])[CH:22]=2)[O:19][C:18]([CH3:26])([CH3:25])[CH2:17][C:16]3([CH3:28])[CH3:27])=[CH:7][CH:6]=1.CO.[OH-].[Na+].O, predict the reaction product. The product is: [CH2:23]([C:21]1[CH:22]=[C:13]([CH2:12][CH2:11][C:8]2[CH:9]=[CH:10][C:5]([CH2:4][C:3]([OH:29])=[O:2])=[CH:6][CH:7]=2)[CH:14]=[C:15]2[C:20]=1[O:19][C:18]([CH3:25])([CH3:26])[CH2:17][C:16]2([CH3:28])[CH3:27])[CH3:24]. (3) Given the reactants O[C:2]1[C:14]2[C:13]3[CH2:12][CH:11]([C:15]([O:17][CH2:18][CH3:19])=[O:16])[CH2:10][CH2:9][C:8]=3[NH:7][C:6]=2[N:5]=[CH:4][N:3]=1.P(Cl)(Cl)([Cl:22])=O, predict the reaction product. The product is: [Cl:22][C:2]1[C:14]2[C:13]3[CH2:12][CH:11]([C:15]([O:17][CH2:18][CH3:19])=[O:16])[CH2:10][CH2:9][C:8]=3[NH:7][C:6]=2[N:5]=[CH:4][N:3]=1. (4) Given the reactants [C:1]([O:5][C:6]([NH:8][C@@H:9]1[CH2:14][C@H:13]([NH:15][C:16]([O:18][C:19]([CH3:22])([CH3:21])[CH3:20])=[O:17])[CH2:12][N:11]([C:23]2[C:32]([N:33]3[CH2:38][C@@H:37]([NH:39][C:40]([O:42][C:43]([CH3:46])([CH3:45])[CH3:44])=[O:41])[CH2:36][C@@H:35]([NH:47][C:48]([O:50][C:51]([CH3:54])([CH3:53])[CH3:52])=[O:49])[CH2:34]3)=[N:31][C:30]3[C:25](=[CH:26][CH:27]=[C:28]([NH2:55])[CH:29]=3)[N:24]=2)[CH2:10]1)=[O:7])([CH3:4])([CH3:3])[CH3:2].[N+:56]([C:59]1[CH:67]=[CH:66][C:62]([C:63](Cl)=[O:64])=[CH:61][CH:60]=1)([O-:58])=[O:57].C(N(C(C)C)C(C)C)C.CCCCCC.CCOC(C)=O, predict the reaction product. The product is: [C:1]([O:5][C:6]([NH:8][C@@H:9]1[CH2:14][C@H:13]([NH:15][C:16]([O:18][C:19]([CH3:22])([CH3:21])[CH3:20])=[O:17])[CH2:12][N:11]([C:23]2[C:32]([N:33]3[CH2:34][C@@H:35]([NH:47][C:48]([O:50][C:51]([CH3:54])([CH3:53])[CH3:52])=[O:49])[CH2:36][C@@H:37]([NH:39][C:40]([O:42][C:43]([CH3:46])([CH3:45])[CH3:44])=[O:41])[CH2:38]3)=[N:31][C:30]3[C:25](=[CH:26][CH:27]=[C:28]([NH:55][C:63](=[O:64])[C:62]4[CH:61]=[CH:60][C:59]([N+:56]([O-:58])=[O:57])=[CH:67][CH:66]=4)[CH:29]=3)[N:24]=2)[CH2:10]1)=[O:7])([CH3:2])([CH3:3])[CH3:4].